This data is from Full USPTO retrosynthesis dataset with 1.9M reactions from patents (1976-2016). The task is: Predict the reactants needed to synthesize the given product. (1) Given the product [CH2:1]([C@@H:3]1[CH2:4][CH2:5][C@H:6]([O:9][C:10]2[C:11]([C:22]([F:23])([F:24])[F:25])=[C:12]3[C:17](=[CH:18][CH:19]=2)[CH:16]=[C:15]([CH:20]([OH:21])[CH3:27])[CH:14]=[CH:13]3)[CH2:7][CH2:8]1)[CH3:2], predict the reactants needed to synthesize it. The reactants are: [CH2:1]([C@@H:3]1[CH2:8][CH2:7][C@H:6]([O:9][C:10]2[C:11]([C:22]([F:25])([F:24])[F:23])=[C:12]3[C:17](=[CH:18][CH:19]=2)[CH:16]=[C:15]([CH:20]=[O:21])[CH:14]=[CH:13]3)[CH2:5][CH2:4]1)[CH3:2].O1CCC[CH2:27]1.CC(C)=O.C(=O)=O.CBr. (2) Given the product [Cl:44][C:42]1[CH:43]=[C:38]([CH2:37][C@H:24]([NH:23][C:21](=[O:22])[O:20][CH2:13][C:14]2[CH:15]=[CH:16][CH:17]=[CH:18][CH:19]=2)[C@H:25]2[CH2:28][O:27]2)[CH:39]=[C:40]([Cl:45])[CH:41]=1, predict the reactants needed to synthesize it. The reactants are: [I-].C[S+](C)(C)=O.CC(C)([O-])C.[K+].[CH2:13]([O:20][C:21]([NH:23][C@@H:24]([CH2:37][C:38]1[CH:43]=[C:42]([Cl:44])[CH:41]=[C:40]([Cl:45])[CH:39]=1)[C:25]([O:27][C:28]1C=CC([N+]([O-])=O)=CC=1)=O)=[O:22])[C:14]1[CH:19]=[CH:18][CH:17]=[CH:16][CH:15]=1. (3) Given the product [Cl:14][CH2:13][C@H:15]([OH:17])[CH2:16][NH:1][C:2]1[CH:3]=[CH:4][C:5]2[S:10][CH2:9][C:8](=[O:11])[NH:7][C:6]=2[CH:12]=1, predict the reactants needed to synthesize it. The reactants are: [NH2:1][C:2]1[CH:3]=[CH:4][C:5]2[S:10][CH2:9][C:8](=[O:11])[NH:7][C:6]=2[CH:12]=1.[CH2:13]([C@@H:15]1[O:17][CH2:16]1)[Cl:14]. (4) Given the product [CH2:24]([O:23][C:20]1[N:19]=[CH:18][C:17]([S:14]([N:11]2[CH2:12][CH2:13][CH:8]([NH:7][C:6](=[O:5])[CH:34]=[CH2:35])[CH2:9][CH2:10]2)(=[O:15])=[O:16])=[CH:22][CH:21]=1)[CH2:25][C:26]1[CH:27]=[CH:28][CH:29]=[CH:30][CH:31]=1, predict the reactants needed to synthesize it. The reactants are: C([O:5][C:6](=O)[NH:7][CH:8]1[CH2:13][CH2:12][N:11]([S:14]([C:17]2[CH:18]=[N:19][C:20]([O:23][CH2:24][CH2:25][C:26]3[CH:31]=[CH:30][CH:29]=[CH:28][CH:27]=3)=[CH:21][CH:22]=2)(=[O:16])=[O:15])[CH2:10][CH2:9]1)(C)(C)C.Cl.[CH:34](N(C(C)C)CC)(C)[CH3:35].C(Cl)(=O)C=C. (5) Given the product [O:35]1[CH2:36][CH2:37][CH2:38][CH2:39][CH:34]1[N:30]1[C:31]2[C:27](=[CH:26][C:25]([C:11]#[C:10][C:12]([F:15])([F:14])[F:13])=[CH:33][CH:32]=2)[CH:28]=[N:29]1, predict the reactants needed to synthesize it. The reactants are: [Li+].CC([N-]C(C)C)C.Br[C:10]([C:12]([F:15])([F:14])[F:13])=[CH2:11].CN(CCN(C)C)C.I[C:25]1[CH:26]=[C:27]2[C:31](=[CH:32][CH:33]=1)[N:30]([CH:34]1[CH2:39][CH2:38][CH2:37][CH2:36][O:35]1)[N:29]=[CH:28]2. (6) The reactants are: Br[C:2]1[CH:7]=[CH:6][C:5]([CH3:8])=[CH:4][N:3]=1.[CH:9]([C:11]1[CH:16]=[CH:15][C:14](B(O)O)=[CH:13][CH:12]=1)=[O:10].C(=O)([O-])[O-].[K+].[K+]. Given the product [CH3:8][C:5]1[CH:6]=[CH:7][C:2]([C:14]2[CH:15]=[CH:16][C:11]([CH:9]=[O:10])=[CH:12][CH:13]=2)=[N:3][CH:4]=1, predict the reactants needed to synthesize it. (7) Given the product [CH2:7]=[C:8]1[CH:18]=[CH:17][CH:16]=[C:10]2[C:11]([NH:13][C:14](=[O:15])[CH:9]12)=[O:12], predict the reactants needed to synthesize it. The reactants are: [Li]CCCC.Br[CH2:7][C:8]1[CH:18]=[CH:17][CH:16]=[C:10]2[C:11]([NH:13][C:14](=[O:15])[C:9]=12)=[O:12].